Dataset: Forward reaction prediction with 1.9M reactions from USPTO patents (1976-2016). Task: Predict the product of the given reaction. Given the reactants [NH2:1][C:2]1[CH:10]=[CH:9][CH:8]=[C:7]2[C:3]=1[CH2:4][O:5][C:6]2=[O:11].[CH:12](=O)[C:13]1[CH:18]=[CH:17][CH:16]=[CH:15][CH:14]=1.[CH3:20][O-:21].[Na+].CO.[CH2:25]([O:27][C:28](=[O:31])[CH2:29][CH3:30])[CH3:26], predict the reaction product. The product is: [O:31]=[C:28]1[C:3]2[C:7]([C:6]([O:5][CH3:4])=[O:11])=[CH:8][CH:9]=[CH:10][C:2]=2[NH:1][CH:12]([C:13]2[CH:18]=[CH:17][CH:16]=[CH:15][CH:14]=2)[CH:29]1[C:30]1[CH:9]=[CH:10][CH:2]=[CH:3][CH:4]=1.[O:21]=[C:20]1[C:10]2[C:29]([C:28]([O:27][CH2:25][CH3:26])=[O:31])=[CH:30][CH:4]=[CH:3][C:2]=2[NH:1][CH:12]([C:13]2[CH:18]=[CH:17][CH:16]=[CH:15][CH:14]=2)[CH:4]1[C:3]1[CH:2]=[CH:10][CH:9]=[CH:8][CH:7]=1.